Dataset: Catalyst prediction with 721,799 reactions and 888 catalyst types from USPTO. Task: Predict which catalyst facilitates the given reaction. (1) The catalyst class is: 9. Product: [F:11][C:10]1[CH:9]=[C:8]([NH:12][S:13]([CH3:16])(=[O:15])=[O:14])[C:7]([CH3:17])=[CH:6][C:5]=1[C@H:3]([NH:2][C:28]([C@H:25]1[O:24][C:23]2[CH:31]=[CH:32][C:20]([C:19]([F:34])([F:18])[F:33])=[CH:21][C:22]=2[O:27][CH2:26]1)=[O:29])[CH3:4]. Reactant: Cl.[NH2:2][C@@H:3]([C:5]1[C:10]([F:11])=[CH:9][C:8]([NH:12][S:13]([CH3:16])(=[O:15])=[O:14])=[C:7]([CH3:17])[CH:6]=1)[CH3:4].[F:18][C:19]([F:34])([F:33])[C:20]1[CH:32]=[CH:31][C:23]2[O:24][C@H:25]([C:28](O)=[O:29])[CH2:26][O:27][C:22]=2[CH:21]=1.F[P-](F)(F)(F)(F)F.C[N+](C)=C(N(C)C)ON1C2N=CC=CC=2N=N1.C(N(CC)C(C)C)(C)C. (2) The catalyst class is: 57. Product: [BrH:1].[Cl:17][C:14]1[CH:15]=[CH:16][C:11](=[NH:10])[N:12]([CH:2]([CH3:9])[C:3](=[O:8])[C:4]([O:6][CH3:7])=[O:5])[CH:13]=1. Reactant: [Br:1][CH:2]([CH3:9])[C:3](=[O:8])[C:4]([O:6][CH3:7])=[O:5].[NH2:10][C:11]1[CH:16]=[CH:15][C:14]([Cl:17])=[CH:13][N:12]=1. (3) Reactant: [Cl:1]CCl.[OH:4][C:5]1[C:13]([O:14][CH3:15])=[CH:12][C:8]([C:9](O)=[O:10])=[CH:7][C:6]=1[N+:16]([O-:18])=[O:17].S(Cl)(Cl)=O.Cl. Product: [OH:4][C:5]1[C:13]([O:14][CH3:15])=[CH:12][C:8]([C:9]([Cl:1])=[O:10])=[CH:7][C:6]=1[N+:16]([O-:18])=[O:17]. The catalyst class is: 9. (4) Reactant: [ClH:1].[NH2:2][CH2:3][CH2:4][C:5]1[CH:6]=[C:7]([OH:11])[CH:8]=[CH:9][CH:10]=1.[C:12]([O:16][CH2:17][CH3:18])(=[O:15])[CH:13]=O.C1(C)C=CC=CC=1. Product: [ClH:1].[OH:11][C:7]1[CH:6]=[C:5]2[C:10](=[CH:9][CH:8]=1)[CH:13]([C:12]([O:16][CH2:17][CH3:18])=[O:15])[NH:2][CH2:3][CH2:4]2. The catalyst class is: 780. (5) Reactant: [OH:1][CH2:2][CH2:3][NH:4][C:5]1[C:6]([C:10]2[N:14]([C:15]3[CH:20]=[CH:19][CH:18]=[C:17]([C:21]([F:24])([F:23])[F:22])[CH:16]=3)[C:13](=[O:25])[O:12][N:11]=2)=[N:7][O:8][N:9]=1.[CH3:26][S:27](Cl)(=[O:29])=[O:28].C(N(CC)CC)C. Product: [CH3:26][S:27]([O:1][CH2:2][CH2:3][NH:4][C:5]1[C:6]([C:10]2[N:14]([C:15]3[CH:20]=[CH:19][CH:18]=[C:17]([C:21]([F:22])([F:24])[F:23])[CH:16]=3)[C:13](=[O:25])[O:12][N:11]=2)=[N:7][O:8][N:9]=1)(=[O:29])=[O:28]. The catalyst class is: 13. (6) Reactant: [OH:1][C@H:2]1[C@H:7]([CH3:8])[CH2:6][CH2:5][C@@H:4]([NH:9][C:10]2[C:15]([C:16]#[N:17])=[CH:14][N:13]=[C:12]([NH:18][CH:19]([CH3:21])[CH3:20])[N:11]=2)[CH2:3]1.[OH-:22].[Na+].OO. Product: [OH:1][C@H:2]1[C@H:7]([CH3:8])[CH2:6][CH2:5][C@@H:4]([NH:9][C:10]2[C:15]([C:16]([NH2:17])=[O:22])=[CH:14][N:13]=[C:12]([NH:18][CH:19]([CH3:21])[CH3:20])[N:11]=2)[CH2:3]1. The catalyst class is: 16. (7) Reactant: [NH2:1][C:2]1[CH:3]=[C:4]([NH:9][S:10]([CH:13]2[CH2:15][CH2:14]2)(=[O:12])=[O:11])[C:5]([Cl:8])=[N:6][CH:7]=1.F[C:17]1[C:22]([C:23]2[N:28]=[C:27]([CH3:29])[N:26]=[C:25]([NH2:30])[N:24]=2)=[CH:21][CH:20]=[CH:19][N:18]=1.C[Si]([N-][Si](C)(C)C)(C)C.[Na+].C1COCC1.[NH4+].[Cl-]. Product: [NH2:30][C:25]1[N:26]=[C:27]([CH3:29])[N:28]=[C:23]([C:22]2[C:17]([NH:1][C:2]3[CH:3]=[C:4]([NH:9][S:10]([CH:13]4[CH2:15][CH2:14]4)(=[O:12])=[O:11])[C:5]([Cl:8])=[N:6][CH:7]=3)=[N:18][CH:19]=[CH:20][CH:21]=2)[N:24]=1. The catalyst class is: 3. (8) Reactant: [CH3:1][N:2]([CH3:14])[C:3]([C:5]1[CH:13]=[C:12]2[C:8]([CH:9]=[CH:10][NH:11]2)=[CH:7][CH:6]=1)=O.C([BH3-])#N.[Na+].O.[OH-].[Na+].[Cl:22]CCl. Product: [ClH:22].[ClH:22].[NH:11]1[C:12]2[C:8](=[CH:7][CH:6]=[C:5]([CH2:3][N:2]([CH3:14])[CH3:1])[CH:13]=2)[CH2:9][CH2:10]1. The catalyst class is: 15. (9) Reactant: N1CCCCC1.C(NC(N1C2C(=CC(OC3C=CN=C(NC(=O)OC4C=CC=CC=4)C=3)=CC=2)C=C1)=O)C.[CH2:38]([NH:40][C:41]([N:43]1[C:51]2[C:46](=[CH:47][C:48]([O:52][C:53]3[CH:58]=[CH:57][N:56]=[C:55]([NH:59][C:60]([N:62]4[CH2:67][CH2:66][CH:65](N5CCCC5)[CH2:64][CH2:63]4)=[O:61])[CH:54]=3)=[CH:49][CH:50]=2)[CH:45]=[CH:44]1)=[O:42])[CH3:39]. Product: [CH2:38]([NH:40][C:41]([N:43]1[C:51]2[C:46](=[CH:47][C:48]([O:52][C:53]3[CH:58]=[CH:57][N:56]=[C:55]([NH:59][C:60]([N:62]4[CH2:67][CH2:66][CH2:65][CH2:64][CH2:63]4)=[O:61])[CH:54]=3)=[CH:49][CH:50]=2)[CH:45]=[CH:44]1)=[O:42])[CH3:39]. The catalyst class is: 9.